The task is: Predict the reaction yield, written as a fraction of the theoretical maximum amount of product (1.0 means a 100% yield; for example, 0.34 means a 34% yield).. This data is from Reaction yield outcomes from USPTO patents with 853,638 reactions. (1) The reactants are Br[C:2]1[C:7]([F:8])=[CH:6][CH:5]=[CH:4][C:3]=1[O:9][CH3:10].[Cl:11][C:12]1[CH:13]=[C:14](B(O)O)[CH:15]=[CH:16][CH:17]=1.C1C=CC(P(C2C=CC=CC=2)C2C=CC=CC=2)=CC=1.C([O-])([O-])=O.[K+].[K+]. The catalyst is CC([O-])=O.CC([O-])=O.[Pd+2].C(O)C.O.O1CCOCC1. The product is [Cl:11][C:12]1[CH:17]=[C:16]([C:2]2[C:7]([F:8])=[CH:6][CH:5]=[CH:4][C:3]=2[O:9][CH3:10])[CH:15]=[CH:14][CH:13]=1. The yield is 0.770. (2) The reactants are [F:1][C:2]1[CH:7]=[CH:6][C:5]([SH:8])=[CH:4][CH:3]=1.[CH:9]([C:11]([CH3:13])=[O:12])=[CH2:10].O. The catalyst is C1COCC1. The product is [F:1][C:2]1[CH:7]=[CH:6][C:5]([S:8][CH2:10][CH2:9][C:11](=[O:12])[CH3:13])=[CH:4][CH:3]=1. The yield is 0.675.